This data is from Peptide-MHC class II binding affinity with 134,281 pairs from IEDB. The task is: Regression. Given a peptide amino acid sequence and an MHC pseudo amino acid sequence, predict their binding affinity value. This is MHC class II binding data. (1) The peptide sequence is WSIHGKGEWMTTEDM. The MHC is DRB1_1301 with pseudo-sequence DRB1_1301. The binding affinity (normalized) is 0.357. (2) The peptide sequence is SGGVWREMHHLVEFE. The MHC is DRB1_0101 with pseudo-sequence DRB1_0101. The binding affinity (normalized) is 0.225.